Task: Regression. Given two drug SMILES strings and cell line genomic features, predict the synergy score measuring deviation from expected non-interaction effect.. Dataset: NCI-60 drug combinations with 297,098 pairs across 59 cell lines (1) Drug 1: C1=CC(=CC=C1C#N)C(C2=CC=C(C=C2)C#N)N3C=NC=N3. Drug 2: C(CC(=O)O)C(=O)CN.Cl. Cell line: TK-10. Synergy scores: CSS=7.74, Synergy_ZIP=-2.28, Synergy_Bliss=-0.0751, Synergy_Loewe=-3.41, Synergy_HSA=-0.597. (2) Drug 1: CC=C1C(=O)NC(C(=O)OC2CC(=O)NC(C(=O)NC(CSSCCC=C2)C(=O)N1)C(C)C)C(C)C. Drug 2: C1=NC2=C(N1)C(=S)N=CN2. Cell line: EKVX. Synergy scores: CSS=9.34, Synergy_ZIP=-3.89, Synergy_Bliss=-3.11, Synergy_Loewe=3.16, Synergy_HSA=-0.0987. (3) Drug 1: CC1OCC2C(O1)C(C(C(O2)OC3C4COC(=O)C4C(C5=CC6=C(C=C35)OCO6)C7=CC(=C(C(=C7)OC)O)OC)O)O. Drug 2: CC1=CC2C(CCC3(C2CCC3(C(=O)C)OC(=O)C)C)C4(C1=CC(=O)CC4)C. Cell line: HT29. Synergy scores: CSS=30.3, Synergy_ZIP=3.86, Synergy_Bliss=1.96, Synergy_Loewe=-16.4, Synergy_HSA=1.45. (4) Drug 1: CCC1(CC2CC(C3=C(CCN(C2)C1)C4=CC=CC=C4N3)(C5=C(C=C6C(=C5)C78CCN9C7C(C=CC9)(C(C(C8N6C=O)(C(=O)OC)O)OC(=O)C)CC)OC)C(=O)OC)O.OS(=O)(=O)O. Drug 2: CCCCC(=O)OCC(=O)C1(CC(C2=C(C1)C(=C3C(=C2O)C(=O)C4=C(C3=O)C=CC=C4OC)O)OC5CC(C(C(O5)C)O)NC(=O)C(F)(F)F)O. Cell line: A549. Synergy scores: CSS=51.6, Synergy_ZIP=1.77, Synergy_Bliss=1.38, Synergy_Loewe=-0.363, Synergy_HSA=0.187. (5) Drug 2: C1=NNC2=C1C(=O)NC=N2. Cell line: PC-3. Drug 1: CC1=CC=C(C=C1)C2=CC(=NN2C3=CC=C(C=C3)S(=O)(=O)N)C(F)(F)F. Synergy scores: CSS=1.20, Synergy_ZIP=4.29, Synergy_Bliss=-0.0866, Synergy_Loewe=0.212, Synergy_HSA=-0.226. (6) Drug 1: CN(C)C1=NC(=NC(=N1)N(C)C)N(C)C. Drug 2: C1CC(C1)(C(=O)O)C(=O)O.[NH2-].[NH2-].[Pt+2]. Cell line: PC-3. Synergy scores: CSS=16.1, Synergy_ZIP=-5.51, Synergy_Bliss=-0.807, Synergy_Loewe=-10.8, Synergy_HSA=-1.63. (7) Drug 1: CC1OCC2C(O1)C(C(C(O2)OC3C4COC(=O)C4C(C5=CC6=C(C=C35)OCO6)C7=CC(=C(C(=C7)OC)O)OC)O)O. Drug 2: CCC1(C2=C(COC1=O)C(=O)N3CC4=CC5=C(C=CC(=C5CN(C)C)O)N=C4C3=C2)O.Cl. Cell line: SK-OV-3. Synergy scores: CSS=11.8, Synergy_ZIP=-7.95, Synergy_Bliss=-1.77, Synergy_Loewe=-4.07, Synergy_HSA=0.927. (8) Drug 1: CNC(=O)C1=CC=CC=C1SC2=CC3=C(C=C2)C(=NN3)C=CC4=CC=CC=N4. Drug 2: N.N.Cl[Pt+2]Cl. Cell line: SF-539. Synergy scores: CSS=1.26, Synergy_ZIP=-6.45, Synergy_Bliss=-10.9, Synergy_Loewe=-15.9, Synergy_HSA=-10.1.